From a dataset of Catalyst prediction with 721,799 reactions and 888 catalyst types from USPTO. Predict which catalyst facilitates the given reaction. Reactant: Br[CH2:2][C:3]#[C:4][CH3:5].[O:6]=[CH:7][C:8]1[CH:16]=[CH:15][C:13]([OH:14])=[C:10]([O:11][CH3:12])[CH:9]=1.C(=O)([O-])[O-].[K+].[K+]. Product: [CH2:2]([O:14][C:13]1[CH:15]=[CH:16][C:8]([CH:7]=[O:6])=[CH:9][C:10]=1[O:11][CH3:12])[C:3]#[C:4][CH3:5]. The catalyst class is: 21.